From a dataset of Catalyst prediction with 721,799 reactions and 888 catalyst types from USPTO. Predict which catalyst facilitates the given reaction. Reactant: [H-].[Na+].[CH2:3]([NH:9][C:10]1[CH:15]=[CH:14][C:13]([C:16]2[CH:21]=[CH:20][C:19]([NH:22][C:23]([C:25]3[CH:30]=[C:29]([N+:31]([O-:33])=[O:32])[CH:28]=[CH:27][C:26]=3[Cl:34])=[O:24])=[CH:18][CH:17]=2)=[CH:12][CH:11]=1)[CH2:4][CH2:5][CH2:6][CH2:7][CH3:8].CI.[C:37](=O)(O)[O-].[Na+]. Product: [CH2:3]([N:9]([C:10]1[CH:11]=[CH:12][C:13]([C:16]2[CH:21]=[CH:20][C:19]([NH:22][C:23]([C:25]3[CH:30]=[C:29]([N+:31]([O-:33])=[O:32])[CH:28]=[CH:27][C:26]=3[Cl:34])=[O:24])=[CH:18][CH:17]=2)=[CH:14][CH:15]=1)[CH3:37])[CH2:4][CH2:5][CH2:6][CH2:7][CH3:8]. The catalyst class is: 18.